The task is: Predict the reaction yield, written as a fraction of the theoretical maximum amount of product (1.0 means a 100% yield; for example, 0.34 means a 34% yield).. This data is from Reaction yield outcomes from USPTO patents with 853,638 reactions. (1) The reactants are [C:1]([O:5][C:6]([NH:8][C:9]1[CH:14]=[CH:13][C:12]([N+:15]([O-])=O)=[CH:11][N:10]=1)=[O:7])([CH3:4])([CH3:3])[CH3:2]. The catalyst is CO.C(OCC)(=O)C.[Pd]. The product is [NH2:15][C:12]1[CH:13]=[CH:14][C:9]([NH:8][C:6]([O:5][C:1]([CH3:4])([CH3:3])[CH3:2])=[O:7])=[N:10][CH:11]=1. The yield is 0.970. (2) The reactants are [CH2:1]([N:3]=[C:4]=[O:5])[CH3:2].[CH3:6][O:7][C:8]1[CH:17]=[C:16]([O:18][CH3:19])[CH:15]=[C:14]2[C:9]=1[C:10](=[O:33])[NH:11][C:12]([C:20]1[C:25]([NH:26][CH:27]3[CH2:32][CH2:31][NH:30][CH2:29][CH2:28]3)=[CH:24][CH:23]=[CH:22][N:21]=1)=[N:13]2.C(N(CC)CC)C. The catalyst is C1COCC1. The product is [CH3:6][O:7][C:8]1[CH:17]=[C:16]([O:18][CH3:19])[CH:15]=[C:14]2[C:9]=1[C:10](=[O:33])[NH:11][C:12]([C:20]1[C:25]([NH:26][CH:27]3[CH2:32][CH2:31][N:30]([C:4]([NH:3][CH2:1][CH3:2])=[O:5])[CH2:29][CH2:28]3)=[CH:24][CH:23]=[CH:22][N:21]=1)=[N:13]2. The yield is 0.780. (3) The reactants are [NH2:1][C:2]1[CH:3]=[CH:4][CH:5]=[C:6]2[C:11]=1[CH2:10][C:9](=[O:12])[CH2:8][CH2:7]2.[BH4-].[Na+].O. The catalyst is CO. The product is [NH2:1][C:2]1[CH:3]=[CH:4][CH:5]=[C:6]2[C:11]=1[CH2:10][CH:9]([OH:12])[CH2:8][CH2:7]2. The yield is 0.710. (4) The product is [C:1]([C:5]1[CH:10]=[CH:9][C:8]([N+:11]([O-:13])=[O:12])=[CH:7][C:6]=1[S:14]([NH2:18])(=[O:16])=[O:15])([CH3:4])([CH3:3])[CH3:2]. The catalyst is CCOCC.O. The yield is 0.340. The reactants are [C:1]([C:5]1[CH:10]=[CH:9][C:8]([N+:11]([O-:13])=[O:12])=[CH:7][C:6]=1[S:14](Cl)(=[O:16])=[O:15])([CH3:4])([CH3:3])[CH3:2].[NH4+:18].[OH-]. (5) The reactants are [CH:1]1([NH:4][C:5](=[O:23])[C:6]2[CH:11]=[CH:10][C:9]([C:12]3[N:16]4[CH:17]=[C:18]([Br:22])[N:19]=[C:20](Br)[C:15]4=[N:14][CH:13]=3)=[CH:8][CH:7]=2)[CH2:3][CH2:2]1.[NH2:24][CH2:25][C:26]([CH3:29])([OH:28])[CH3:27].C1(C)C=CC=CC=1. The catalyst is CN(C)C=O. The product is [Br:22][C:18]1[N:19]=[C:20]([NH:24][CH2:25][C:26]([OH:28])([CH3:29])[CH3:27])[C:15]2[N:16]([C:12]([C:9]3[CH:8]=[CH:7][C:6]([C:5]([NH:4][CH:1]4[CH2:2][CH2:3]4)=[O:23])=[CH:11][CH:10]=3)=[CH:13][N:14]=2)[CH:17]=1. The yield is 0.830. (6) The reactants are C(O)(=O)C.[C:5]([C:8]1[CH:32]=[CH:31][C:11]([O:12][CH:13]([C:18]2[CH:23]=[CH:22][C:21]([O:24][CH:25]([CH3:27])[CH3:26])=[C:20]([O:28][CH2:29][CH3:30])[CH:19]=2)[C:14]([O:16][CH3:17])=[O:15])=[CH:10][CH:9]=1)(=[NH:7])[NH2:6].C([O-])(O)=O.[Na+].Cl[C:39]([O:41][CH2:42][C:43]1[CH:48]=[CH:47][CH:46]=[CH:45][CH:44]=1)=[O:40]. The catalyst is C(Cl)Cl. The product is [CH2:42]([O:41][C:39]([NH:7][C:5]([C:8]1[CH:9]=[CH:10][C:11]([O:12][CH:13]([C:18]2[CH:23]=[CH:22][C:21]([O:24][CH:25]([CH3:26])[CH3:27])=[C:20]([O:28][CH2:29][CH3:30])[CH:19]=2)[C:14]([O:16][CH3:17])=[O:15])=[CH:31][CH:32]=1)=[NH:6])=[O:40])[C:43]1[CH:48]=[CH:47][CH:46]=[CH:45][CH:44]=1. The yield is 0.730.